From a dataset of Forward reaction prediction with 1.9M reactions from USPTO patents (1976-2016). Predict the product of the given reaction. Given the reactants C[O:2][C:3]([C:5]1([NH:8][C:9](=[O:35])[C:10]2[CH:15]=[CH:14][C:13]([C:16]3[O:20][N:19]=[C:18]([CH3:21])[C:17]=3[NH:22][C:23]([O:25][CH:26]([C:28]3[CH:33]=[CH:32][CH:31]=[CH:30][C:29]=3[Cl:34])[CH3:27])=[O:24])=[CH:12][CH:11]=2)[CH2:7][CH2:6]1)=[O:4].[OH-].[Li+].Cl, predict the reaction product. The product is: [Cl:34][C:29]1[CH:30]=[CH:31][CH:32]=[CH:33][C:28]=1[CH:26]([O:25][C:23]([NH:22][C:17]1[C:18]([CH3:21])=[N:19][O:20][C:16]=1[C:13]1[CH:14]=[CH:15][C:10]([C:9]([NH:8][C:5]2([C:3]([OH:4])=[O:2])[CH2:7][CH2:6]2)=[O:35])=[CH:11][CH:12]=1)=[O:24])[CH3:27].